From a dataset of Full USPTO retrosynthesis dataset with 1.9M reactions from patents (1976-2016). Predict the reactants needed to synthesize the given product. (1) Given the product [Br:1][CH2:2][CH2:3][CH2:4][CH2:5][CH2:6][CH2:7][CH2:8][CH2:9][CH:10]=[O:11], predict the reactants needed to synthesize it. The reactants are: [Br:1][CH2:2][CH2:3][CH2:4][CH2:5][CH2:6][CH2:7][CH2:8][CH2:9][CH2:10][OH:11].CS(C)=O.C(N(C(C)C)CC)(C)C. (2) Given the product [C:1]12([NH:11][C:12](=[O:15])[CH2:13][N:26]3[CH2:27][CH2:28][N:23]([CH2:16][C:17]4[CH:18]=[CH:19][CH:20]=[CH:21][CH:22]=4)[CH2:24][CH2:25]3)[CH2:10][CH:5]3[CH2:6][CH:7]([CH2:9][CH:3]([CH2:4]3)[CH2:2]1)[CH2:8]2, predict the reactants needed to synthesize it. The reactants are: [C:1]12([NH:11][C:12](=[O:15])[CH2:13]Cl)[CH2:10][CH:5]3[CH2:6][CH:7]([CH2:9][CH:3]([CH2:4]3)[CH2:2]1)[CH2:8]2.[CH2:16]([N:23]1[CH2:28][CH2:27][NH:26][CH2:25][CH2:24]1)[C:17]1[CH:22]=[CH:21][CH:20]=[CH:19][CH:18]=1. (3) Given the product [CH2:1]([O:3][CH2:4][C:5]1[N:10]=[CH:9][C:8]([C:11]2[CH:16]=[CH:15][C:14]([S:17]([NH:20][C:21]3[C:30]([F:31])=[CH:29][C:24]([C:25]([OH:27])=[O:26])=[C:23]([F:32])[CH:22]=3)(=[O:19])=[O:18])=[CH:13][CH:12]=2)=[CH:7][N:6]=1)[CH3:2], predict the reactants needed to synthesize it. The reactants are: [CH2:1]([O:3][CH2:4][C:5]1[N:10]=[CH:9][C:8]([C:11]2[CH:16]=[CH:15][C:14]([S:17]([NH:20][C:21]3[C:30]([F:31])=[CH:29][C:24]([C:25]([O:27]C)=[O:26])=[C:23]([F:32])[CH:22]=3)(=[O:19])=[O:18])=[CH:13][CH:12]=2)=[CH:7][N:6]=1)[CH3:2].[OH-].[Li+].Cl. (4) Given the product [C:17]([O:6][CH:7]([C:12]1[N:13]=[C:14]([C:17]2[CH:22]=[CH:21][CH:20]=[CH:19][CH:18]=2)[S:15][CH:16]=1)[C:8]([O:10][CH3:11])=[O:9])([CH3:22])([CH3:18])[CH3:14], predict the reactants needed to synthesize it. The reactants are: Cl(O)(=O)(=O)=O.[OH:6][CH:7]([C:12]1[N:13]=[C:14]([C:17]2[CH:22]=[CH:21][CH:20]=[CH:19][CH:18]=2)[S:15][CH:16]=1)[C:8]([O:10][CH3:11])=[O:9]. (5) Given the product [Br:24][C:2]1[C:11]2[N:10]=[CH:9][C:8](=[O:12])[NH:7][C:6]=2[N:5]=[C:4]([S:13][CH2:14][C:15]2[CH:20]=[CH:19][CH:18]=[C:17]([F:21])[C:16]=2[F:22])[N:3]=1, predict the reactants needed to synthesize it. The reactants are: N[C:2]1[C:11]2[N:10]=[CH:9][C:8](=[O:12])[NH:7][C:6]=2[N:5]=[C:4]([S:13][CH2:14][C:15]2[CH:20]=[CH:19][CH:18]=[C:17]([F:21])[C:16]=2[F:22])[N:3]=1.C(Br)(Br)[Br:24].C(ON=O)CC(C)C. (6) Given the product [Br:1][C:2]1[CH:14]=[CH:13][C:12]2[C:11]3[C:6](=[CH:7][C:8]([Br:15])=[CH:9][CH:10]=3)[C:5]3([S:21][CH2:17][CH2:18][CH2:19][S:20]3)[C:4]=2[CH:3]=1, predict the reactants needed to synthesize it. The reactants are: [Br:1][C:2]1[CH:14]=[CH:13][C:12]2[C:11]3[C:6](=[CH:7][C:8]([Br:15])=[CH:9][CH:10]=3)[C:5](=O)[C:4]=2[CH:3]=1.[CH2:17]([SH:21])[CH2:18][CH2:19][SH:20].B(F)(F)F.CCOCC.